From a dataset of Forward reaction prediction with 1.9M reactions from USPTO patents (1976-2016). Predict the product of the given reaction. Given the reactants [NH2:1][C:2]1[N:10]=[C:9]([O:11][CH2:12][CH2:13][CH2:14][CH3:15])[N:8]=[C:7]2[C:3]=1[NH:4][C:5](=[O:20])[N:6]2[CH2:16][CH2:17][CH2:18][Cl:19].[CH3:21][N:22]([CH3:26])[CH2:23][CH2:24][NH2:25], predict the reaction product. The product is: [ClH:19].[NH2:1][C:2]1[N:10]=[C:9]([O:11][CH2:12][CH2:13][CH2:14][CH3:15])[N:8]=[C:7]2[C:3]=1[NH:4][C:5](=[O:20])[N:6]2[CH2:16][CH2:17][CH2:18][NH:25][CH2:24][CH2:23][N:22]([CH3:26])[CH3:21].